This data is from Catalyst prediction with 721,799 reactions and 888 catalyst types from USPTO. The task is: Predict which catalyst facilitates the given reaction. (1) Reactant: [Br:1][CH2:2][CH2:3][CH2:4][OH:5].C(N(CC)CC)C.[C:13](Cl)(=[O:17])[C:14]([CH3:16])=[CH2:15]. Product: [C:13]([O:5][CH2:4][CH2:3][CH2:2][Br:1])(=[O:17])[C:14]([CH3:16])=[CH2:15]. The catalyst class is: 27. (2) Reactant: [NH:1]1[C:9]2[C:4](=[CH:5][C:6]([NH:10][C:11]3[C:12]4[CH:19]=[C:18]([C:20]5[CH2:21][CH2:22][N:23](C(OC(C)(C)C)=O)[CH2:24][CH:25]=5)[NH:17][C:13]=4[N:14]=[CH:15][N:16]=3)=[CH:7][CH:8]=2)[CH:3]=[N:2]1. Product: [NH:1]1[C:9]2[C:4](=[CH:5][C:6]([NH:10][C:11]3[C:12]4[CH:19]=[C:18]([C:20]5[CH2:21][CH2:22][NH:23][CH2:24][CH:25]=5)[NH:17][C:13]=4[N:14]=[CH:15][N:16]=3)=[CH:7][CH:8]=2)[CH:3]=[N:2]1. The catalyst class is: 33.